This data is from Buchwald-Hartwig C-N cross coupling reaction yields with 55,370 reactions. The task is: Predict the reaction yield, written as a fraction of the theoretical maximum amount of product (1.0 means a 100% yield; for example, 0.34 means a 34% yield). The reactants are CCc1ccc(Br)cc1.Cc1ccc(N)cc1.O=S(=O)(O[Pd]1c2ccccc2-c2ccccc2N~1)C(F)(F)F.CC(C)c1cc(C(C)C)c(-c2ccccc2P(C(C)(C)C)C(C)(C)C)c(C(C)C)c1.CN1CCCN2CCCN=C12.c1ccc(-c2cnoc2)cc1. No catalyst specified. The product is CCc1ccc(Nc2ccc(C)cc2)cc1. The yield is 0.799.